Dataset: Full USPTO retrosynthesis dataset with 1.9M reactions from patents (1976-2016). Task: Predict the reactants needed to synthesize the given product. (1) The reactants are: [F:1][C:2]1[CH:3]=[C:4]2[C:9](=[CH:10][CH:11]=1)[N:8]=[C:7]([NH:12][C:13](=[O:17])OCC)[C:6]([O:18][CH3:19])=[N:5]2.[N+:20]([C:23]1[CH:28]=[CH:27][C:26]([N:29]2[CH2:34][CH2:33][NH:32][CH2:31][CH2:30]2)=[CH:25][CH:24]=1)([O-:22])=[O:21]. Given the product [F:1][C:2]1[CH:3]=[C:4]2[C:9](=[CH:10][CH:11]=1)[N:8]=[C:7]([NH:12][C:13]([N:32]1[CH2:33][CH2:34][N:29]([C:26]3[CH:25]=[CH:24][C:23]([N+:20]([O-:22])=[O:21])=[CH:28][CH:27]=3)[CH2:30][CH2:31]1)=[O:17])[C:6]([O:18][CH3:19])=[N:5]2, predict the reactants needed to synthesize it. (2) Given the product [Cl:4][C:5]1[CH:10]=[CH:9][C:8]([NH:11][C:12](=[O:34])[CH2:13][N:14]2[CH:18]=[C:17]([O:19][C:20]3[C:29]4[C:24](=[CH:25][C:26]([O:32][CH3:33])=[C:27]([O:30][CH3:31])[CH:28]=4)[N:23]=[CH:22][N:21]=3)[CH:16]=[N:15]2)=[CH:7][C:6]=1[CH2:35][NH:3][CH2:1][CH3:2], predict the reactants needed to synthesize it. The reactants are: [CH2:1]([NH2:3])[CH3:2].[Cl:4][C:5]1[CH:10]=[CH:9][C:8]([NH:11][C:12](=[O:34])[CH2:13][N:14]2[CH:18]=[C:17]([O:19][C:20]3[C:29]4[C:24](=[CH:25][C:26]([O:32][CH3:33])=[C:27]([O:30][CH3:31])[CH:28]=4)[N:23]=[CH:22][N:21]=3)[CH:16]=[N:15]2)=[CH:7][C:6]=1[CH:35]=O.C(O[BH-](OC(=O)C)OC(=O)C)(=O)C.[Na+].C(OC)(OC)OC. (3) Given the product [OH:30][N:29]=[C:2]1[CH2:7][CH2:6][N:5]([C:8]2[CH:13]=[CH:12][C:11]([N:14]3[CH2:18][C@H:17]([CH2:19][O:20][C:21]4[CH:25]=[CH:24][O:23][N:22]=4)[O:16][C:15]3=[O:26])=[CH:10][C:9]=2[F:27])[CH2:4][CH2:3]1, predict the reactants needed to synthesize it. The reactants are: O=[C:2]1[CH2:7][CH2:6][N:5]([C:8]2[CH:13]=[CH:12][C:11]([N:14]3[CH2:18][C@H:17]([CH2:19][O:20][C:21]4[CH:25]=[CH:24][O:23][N:22]=4)[O:16][C:15]3=[O:26])=[CH:10][C:9]=2[F:27])[CH2:4][CH2:3]1.Cl.[NH2:29][OH:30].C([O-])(=O)C.[Na+]. (4) Given the product [C:2]([C:3]1[O:25][C:26]2[C:27](=[O:37])[C:28]3[C:33]([C:34](=[O:36])[C:35]=2[CH:4]=1)=[CH:32][CH:31]=[CH:30][CH:29]=3)(=[O:5])[CH3:1], predict the reactants needed to synthesize it. The reactants are: [CH3:1][C:2](=[O:5])[CH:3]=[CH2:4].BrBr.C1CCN2C(=NCCC2)CC1.BrC(=C)C(=O)C.[OH:25][C:26]1[C:27](=[O:37])[C:28]2[C:33]([C:34](=[O:36])[CH:35]=1)=[CH:32][CH:31]=[CH:30][CH:29]=2. (5) Given the product [NH2:16][C:15]1[CH:14]=[C:13]([C:17]2[CH:18]=[CH:19][C:20]([O:23][C:24]([F:25])([F:26])[F:27])=[CH:21][CH:22]=2)[S:6][C:7]=1[C:8]([O:10][CH3:11])=[O:9], predict the reactants needed to synthesize it. The reactants are: CO.C[O-].[Na+].[SH:6][CH2:7][C:8]([O:10][CH3:11])=[O:9].Cl/[C:13](/[C:17]1[CH:22]=[CH:21][C:20]([O:23][C:24]([F:27])([F:26])[F:25])=[CH:19][CH:18]=1)=[CH:14]/[C:15]#[N:16].